From a dataset of Full USPTO retrosynthesis dataset with 1.9M reactions from patents (1976-2016). Predict the reactants needed to synthesize the given product. Given the product [F:6][C:7]1[CH:8]=[C:9]([CH:10]=[CH:11][C:12]=1[O:13][CH2:14][C:15]1[CH:20]=[CH:19][C:18]([F:21])=[CH:17][N:16]=1)[CH2:22][C:23]1[CH:28]=[C:27]([C:29]2[C:30]([NH2:35])=[N:31][CH:32]=[CH:33][CH:34]=2)[O:25][N:24]=1, predict the reactants needed to synthesize it. The reactants are: O1CCCC1.[F:6][C:7]1[CH:8]=[C:9]([CH2:22][C:23](Cl)=[N:24][OH:25])[CH:10]=[CH:11][C:12]=1[O:13][CH2:14][C:15]1[CH:20]=[CH:19][C:18]([F:21])=[CH:17][N:16]=1.[C:27]([C:29]1[C:30]([NH2:35])=[N:31][CH:32]=[CH:33][CH:34]=1)#[CH:28].